Task: Predict the product of the given reaction.. Dataset: Forward reaction prediction with 1.9M reactions from USPTO patents (1976-2016) Given the reactants [O:1]1[C:5]2=[CH:6][C:7]3[C:8](=[O:14])[NH:9][C:10](=[O:13])[C:11]=3[CH:12]=[C:4]2[O:3][CH2:2]1.[OH-].[K+].S(O[CH2:28][CH2:29][CH:30]1[CH2:35][CH2:34][N:33]([C:36]([O:38][C:39]([CH3:42])([CH3:41])[CH3:40])=[O:37])[CH2:32][CH2:31]1)(C1C=CC(C)=CC=1)(=O)=O.C(OCC)(=O)C, predict the reaction product. The product is: [O:14]=[C:8]1[C:7]2[CH:6]=[C:5]3[O:1][CH2:2][O:3][C:4]3=[CH:12][C:11]=2[C:10](=[O:13])[N:9]1[CH2:28][CH2:29][CH:30]1[CH2:31][CH2:32][N:33]([C:36]([O:38][C:39]([CH3:40])([CH3:42])[CH3:41])=[O:37])[CH2:34][CH2:35]1.